From a dataset of NCI-60 drug combinations with 297,098 pairs across 59 cell lines. Regression. Given two drug SMILES strings and cell line genomic features, predict the synergy score measuring deviation from expected non-interaction effect. (1) Drug 2: CC1=C(C(=CC=C1)Cl)NC(=O)C2=CN=C(S2)NC3=CC(=NC(=N3)C)N4CCN(CC4)CCO. Synergy scores: CSS=5.96, Synergy_ZIP=-0.661, Synergy_Bliss=1.10, Synergy_Loewe=-6.03, Synergy_HSA=-2.62. Drug 1: C1C(C(OC1N2C=C(C(=O)NC2=O)F)CO)O. Cell line: HL-60(TB). (2) Drug 1: CN(C)C1=NC(=NC(=N1)N(C)C)N(C)C. Drug 2: CN(C(=O)NC(C=O)C(C(C(CO)O)O)O)N=O. Cell line: NCI-H522. Synergy scores: CSS=-4.75, Synergy_ZIP=0.0176, Synergy_Bliss=-5.00, Synergy_Loewe=-8.87, Synergy_HSA=-8.29. (3) Drug 1: C1CC(C1)(C(=O)O)C(=O)O.[NH2-].[NH2-].[Pt+2]. Drug 2: CC1CCC2CC(C(=CC=CC=CC(CC(C(=O)C(C(C(=CC(C(=O)CC(OC(=O)C3CCCCN3C(=O)C(=O)C1(O2)O)C(C)CC4CCC(C(C4)OC)OCCO)C)C)O)OC)C)C)C)OC. Cell line: RXF 393. Synergy scores: CSS=-9.88, Synergy_ZIP=7.90, Synergy_Bliss=7.38, Synergy_Loewe=-3.81, Synergy_HSA=-5.86. (4) Drug 1: CN1C(=O)N2C=NC(=C2N=N1)C(=O)N. Drug 2: C1CCC(C(C1)[NH-])[NH-].C(=O)(C(=O)[O-])[O-].[Pt+4]. Cell line: NCI-H460. Synergy scores: CSS=36.0, Synergy_ZIP=-6.28, Synergy_Bliss=-8.77, Synergy_Loewe=-10.7, Synergy_HSA=-5.83.